This data is from Full USPTO retrosynthesis dataset with 1.9M reactions from patents (1976-2016). The task is: Predict the reactants needed to synthesize the given product. (1) Given the product [F:23][C:17]1[C:18]([F:22])=[CH:19][CH:20]=[CH:21][C:16]=1[O:15][C:12]1[CH:13]=[CH:14][N:9]([CH:4]([CH2:5][CH:6]([CH3:7])[CH3:8])[C:3]([OH:25])=[O:2])[C:10](=[O:24])[CH:11]=1, predict the reactants needed to synthesize it. The reactants are: C[O:2][C:3](=[O:25])[CH:4]([N:9]1[CH:14]=[CH:13][C:12]([O:15][C:16]2[CH:21]=[CH:20][CH:19]=[C:18]([F:22])[C:17]=2[F:23])=[CH:11][C:10]1=[O:24])[CH2:5][CH:6]([CH3:8])[CH3:7].[OH-].[Na+]. (2) The reactants are: C1(P(C2C=CC=CC=2)C2C=CC=CC=2)C=CC=CC=1.[S:20]([Cl:24])(Cl)(=[O:22])=[O:21].[CH3:25][CH:26]([CH3:33])/[CH:27]=[CH:28]/S([O-])(=O)=O.C([N+](CCCC)(CCCC)CCCC)CCC. Given the product [CH3:25][CH:26]([CH3:33])/[CH:27]=[CH:28]/[S:20]([Cl:24])(=[O:22])=[O:21], predict the reactants needed to synthesize it. (3) Given the product [NH2:25][C:24]1[CH:23]=[CH:22][C:4]([CH2:5][N:6]2[C:10](=[O:11])[N:9]([C:12]3[CH:13]=[CH:14][C:15]([C:18]([F:21])([F:20])[F:19])=[CH:16][CH:17]=3)[N:8]=[N:7]2)=[CH:3][C:2]=1[CH3:1], predict the reactants needed to synthesize it. The reactants are: [CH3:1][C:2]1[CH:3]=[C:4]([CH:22]=[CH:23][C:24]=1[N+:25]([O-])=O)[CH2:5][N:6]1[C:10](=[O:11])[N:9]([C:12]2[CH:17]=[CH:16][C:15]([C:18]([F:21])([F:20])[F:19])=[CH:14][CH:13]=2)[N:8]=[N:7]1. (4) Given the product [Cl:1][C:2]1[CH:7]=[C:6]2[NH:8][C:9](=[O:33])[C:10]3([CH:15]([C:16]4[CH:21]=[CH:20][CH:19]=[C:18]([Cl:22])[CH:17]=4)[CH2:14][C:13](=[O:23])[N:12]([CH3:24])[CH:11]3[C:25]3[CH:30]=[C:29]([F:31])[CH:28]=[CH:27][C:26]=3[CH3:32])[C:5]2=[CH:4][CH:3]=1, predict the reactants needed to synthesize it. The reactants are: [Cl:1][C:2]1[CH:7]=[C:6]2[N:8](CCO)[C:9](=[O:33])[C:10]3([CH:15]([C:16]4[CH:21]=[CH:20][CH:19]=[C:18]([Cl:22])[CH:17]=4)[CH2:14][C:13](=[O:23])[N:12]([CH3:24])[CH:11]3[C:25]3[CH:30]=[C:29]([F:31])[CH:28]=[CH:27][C:26]=3[CH3:32])[C:5]2=[CH:4][CH:3]=1.CCN(C(C)C)C(C)C. (5) The reactants are: [ClH:1].CC1C=C(OS(C2C=CC=CC=2S(N2CCN(CC3C=CC=CC=3)CC2)(=O)=O)(=O)=O)C=C(C=1)OCCCO[NH:13][C:14]([NH2:16])=[NH:15].C(OC(N(OCCC[O:66][C:67]1C=C(C)C=[C:69]([O:74][S:75]([C:78]2[CH:83]=[CH:82][CH:81]=[CH:80][C:79]=2[S:84]([N:87]2[CH2:92][CH2:91][N:90]([CH2:93][C:94]3[CH:99]=[CH:98][CH:97]=[CH:96][CH:95]=3)[CH2:89][CH2:88]2)(=[O:86])=[O:85])(=[O:77])=[O:76])[CH:68]=1)C(NC(OC(C)(C)C)=O)=N)=O)(C)(C)C.[C:100](C(=CC1C=CC(O)=CC=1)C(O)=O)#N. Given the product [ClH:1].[CH3:100][C:82]1[CH:81]=[CH:80][C:79]([S:84]([N:87]2[CH2:88][CH2:89][N:90]([CH2:93][C:94]3[CH:99]=[CH:98][CH:97]=[CH:96][CH:95]=3)[CH2:91][CH2:92]2)(=[O:85])=[O:86])=[C:78]([S:75]([O:74][CH2:69][CH2:68][CH2:67][O:66][NH:15][C:14]([NH2:16])=[NH:13])(=[O:76])=[O:77])[CH:83]=1, predict the reactants needed to synthesize it. (6) The reactants are: [CH:1]([C:4]1[O:8][C:7]([NH2:9])=[N:6][N:5]=1)([CH3:3])[CH3:2].[NH2:10][C:11]1[N:16]=[CH:15][C:14]([C:17]#[C:18][C:19]2[CH:20]=[C:21]([NH:25][C:26](=O)[O:27]C3C=CC=CC=3)[CH:22]=[CH:23][CH:24]=2)=[CH:13][N:12]=1. Given the product [NH2:10][C:11]1[N:16]=[CH:15][C:14]([C:17]#[C:18][C:19]2[CH:20]=[C:21]([NH:25][C:26]([NH:9][C:7]3[O:8][C:4]([CH:1]([CH3:3])[CH3:2])=[N:5][N:6]=3)=[O:27])[CH:22]=[CH:23][CH:24]=2)=[CH:13][N:12]=1, predict the reactants needed to synthesize it. (7) The reactants are: [CH3:1][C:2]1[N:6]([CH2:7][C:8]2[C:17]3[C:12](=[CH:13][CH:14]=[CH:15][CH:16]=3)[CH:11]=[CH:10][CH:9]=2)[N:5]=[C:4]([C:18]([O:20]CC)=[O:19])[CH:3]=1.[OH-].[Na+]. Given the product [CH3:1][C:2]1[N:6]([CH2:7][C:8]2[C:17]3[C:12](=[CH:13][CH:14]=[CH:15][CH:16]=3)[CH:11]=[CH:10][CH:9]=2)[N:5]=[C:4]([C:18]([OH:20])=[O:19])[CH:3]=1, predict the reactants needed to synthesize it.